From a dataset of Full USPTO retrosynthesis dataset with 1.9M reactions from patents (1976-2016). Predict the reactants needed to synthesize the given product. (1) The reactants are: [CH2:1]([O:8][C:9]1[CH:14]=[CH:13][C:12]([Br:15])=[CH:11][C:10]=1[CH2:16]Br)[C:2]1[CH:7]=[CH:6][CH:5]=[CH:4][CH:3]=1.[C-:18]#[N:19].[Na+]. Given the product [CH2:1]([O:8][C:9]1[CH:14]=[CH:13][C:12]([Br:15])=[CH:11][C:10]=1[CH2:16][C:18]#[N:19])[C:2]1[CH:7]=[CH:6][CH:5]=[CH:4][CH:3]=1, predict the reactants needed to synthesize it. (2) Given the product [CH3:29][O:28][C:9]1[CH:10]=[C:11]2[C:6](=[CH:7][C:8]=1[O:30][CH3:31])[N:5]=[C:4]([CH3:1])[N:13]=[C:12]2[OH:33], predict the reactants needed to synthesize it. The reactants are: [CH:1]1([C:4]2[N:13]=[C:12](N3CCN(C4C=CC=CC=4OC)CC3)[C:11]3[C:6](=[CH:7][C:8]([O:30][CH3:31])=[C:9]([O:28][CH3:29])[CH:10]=3)[N:5]=2)CC1.C[O:33]C1C=C(C(OC)=O)C(N)=CC=1OC.Cl.O1CCOCC1. (3) Given the product [F:17][C:18]([F:29])([F:30])[O:19][C:20]1[CH:25]=[CH:24][C:23]([C:10]2[CH:11]=[C:12]([CH:15]=[O:16])[S:13][CH:14]=2)=[CH:22][CH:21]=1, predict the reactants needed to synthesize it. The reactants are: P([O-])([O-])([O-])=O.[K+].[K+].[K+].Br[C:10]1[CH:11]=[C:12]([CH:15]=[O:16])[S:13][CH:14]=1.[F:17][C:18]([F:30])([F:29])[O:19][C:20]1[CH:25]=[CH:24][C:23](B(O)O)=[CH:22][CH:21]=1. (4) Given the product [OH:8][C:9]1[CH:10]=[C:11]([CH:14]=[C:15]([CH2:17][CH2:18][CH2:19][O:20][CH3:21])[CH:16]=1)[CH:12]=[O:13], predict the reactants needed to synthesize it. The reactants are: [Si]([O:8][C:9]1[CH:10]=[C:11]([CH:14]=[C:15]([CH2:17][CH2:18][CH2:19][O:20][CH3:21])[CH:16]=1)[CH:12]=[O:13])(C(C)(C)C)(C)C.[F-].C([N+](CCCC)(CCCC)CCCC)CCC. (5) Given the product [CH2:14]([C:13]([C:9]1[S:8][C:7]([CH2:6][O:5][CH2:4][C:3]([OH:40])=[O:2])=[C:11]([CH3:12])[CH:10]=1)([C:18]1[CH:23]=[CH:22][C:21]([O:24][CH2:25][CH:26]([OH:31])[C:27]([CH3:29])([CH3:30])[CH3:28])=[C:20]([CH3:39])[CH:19]=1)[CH2:16][CH3:17])[CH3:15], predict the reactants needed to synthesize it. The reactants are: C[O:2][C:3](=[O:40])[CH2:4][O:5][CH2:6][C:7]1[S:8][C:9]([C:13]([C:18]2[CH:23]=[CH:22][C:21]([O:24][CH2:25][CH:26]([O:31][Si](C(C)(C)C)(C)C)[C:27]([CH3:30])([CH3:29])[CH3:28])=[C:20]([CH3:39])[CH:19]=2)([CH2:16][CH3:17])[CH2:14][CH3:15])=[CH:10][C:11]=1[CH3:12].CCCC[N+](CCCC)(CCCC)CCCC.[F-].C1COCC1. (6) Given the product [CH2:1]1[O:9][C:8]2[CH:7]=[CH:6][C:5]([CH:10]3[C:18]4[C:13](=[CH:14][CH:15]=[CH:16][CH:17]=4)[CH:12]([C:19]4[CH:24]=[CH:23][C:22]5[O:25][CH2:26][O:27][C:21]=5[CH:20]=4)[CH:11]3[C:28]([OH:30])=[O:29])=[CH:4][C:3]=2[O:2]1, predict the reactants needed to synthesize it. The reactants are: [CH2:1]1[O:9][C:8]2[CH:7]=[CH:6][C:5]([C:10]3(O)[C:18]4[C:13](=[CH:14][CH:15]=[CH:16][CH:17]=4)[C:12]([C:19]4[CH:24]=[CH:23][C:22]5[O:25][CH2:26][O:27][C:21]=5[CH:20]=4)=[C:11]3[C:28]([O:30]CC)=[O:29])=[CH:4][C:3]=2[O:2]1.[Mg].BrC1C=CC2OCOC=2C=1.C1OC2C=CC([Mg]Br)=CC=2O1.C1OC2C=CC(C3C4C(=CC=CC=4)C(=O)C=3C(OCC)=O)=CC=2O1.Cl. (7) Given the product [N+:11]([C:5]1[C:6]2=[N:7][O:8][N:9]=[C:10]2[C:2]([NH:19][C:20]2[CH:25]=[CH:24][C:23]([OH:26])=[CH:22][CH:21]=2)=[CH:3][CH:4]=1)([O-:13])=[O:12], predict the reactants needed to synthesize it. The reactants are: Cl[C:2]1[C:10]2[C:6](=[N:7][O:8][N:9]=2)[C:5]([N+:11]([O-:13])=[O:12])=[CH:4][CH:3]=1.C(=O)([O-])O.[Na+].[NH2:19][C:20]1[CH:25]=[CH:24][C:23]([OH:26])=[CH:22][CH:21]=1.